From a dataset of Reaction yield outcomes from USPTO patents with 853,638 reactions. Predict the reaction yield, written as a fraction of the theoretical maximum amount of product (1.0 means a 100% yield; for example, 0.34 means a 34% yield). (1) The product is [CH3:28][N:27]([CH3:29])[C:25]1[C:24]2[C:19](=[CH:20][CH:21]=[CH:22][CH:23]=2)[N:18]=[C:17]([NH:16][CH2:15][C@H:12]2[CH2:11][CH2:10][C@H:9]([CH2:8][NH:7][C:6](=[O:30])[C:45]3[CH:49]=[CH:50][CH:51]=[CH:52][C:44]=3[O:43][C:42]([F:41])([F:54])[F:53])[CH2:14][CH2:13]2)[N:26]=1. The yield is 0.800. The reactants are C(O[C:6](=[O:30])[NH:7][CH2:8][C@H:9]1[CH2:14][CH2:13][C@H:12]([CH2:15][NH:16][C:17]2[N:26]=[C:25]([N:27]([CH3:29])[CH3:28])[C:24]3[C:19](=[CH:20][CH:21]=[CH:22][CH:23]=3)[N:18]=2)[CH2:11][CH2:10]1)(C)(C)C.Cl.C(N(C(C)C)CC)(C)C.[F:41][C:42]([F:54])([F:53])[O:43][C:44]1[CH:52]=[CH:51][CH:50]=[CH:49][C:45]=1C(Cl)=O. The catalyst is CCOC(C)=O.C(Cl)Cl. (2) The reactants are Br[C:2]1[CH:3]=[N:4][C:5]2[C:10]([CH:11]=1)=[N:9][CH:8]=[CH:7][CH:6]=2.[C:12](=[O:19])([O:14][C:15]([CH3:18])([CH3:17])[CH3:16])[NH2:13].C(=O)([O-])[O-].[Cs+].[Cs+].CC1(C)C2C(=C(P(C3C=CC=CC=3)C3C=CC=CC=3)C=CC=2)OC2C(P(C3C=CC=CC=3)C3C=CC=CC=3)=CC=CC1=2. The catalyst is O1CCOCC1.C1C=CC(/C=C/C(/C=C/C2C=CC=CC=2)=O)=CC=1.C1C=CC(/C=C/C(/C=C/C2C=CC=CC=2)=O)=CC=1.C1C=CC(/C=C/C(/C=C/C2C=CC=CC=2)=O)=CC=1.[Pd].[Pd]. The product is [N:4]1[C:5]2[C:10](=[N:9][CH:8]=[CH:7][CH:6]=2)[CH:11]=[C:2]([NH:13][C:12](=[O:19])[O:14][C:15]([CH3:18])([CH3:17])[CH3:16])[CH:3]=1. The yield is 0.880. (3) The reactants are ClC1C(Cl)=CC=CC=1NC([O:12][CH2:13][CH2:14][N:15]1[C:19]([NH:20][C:21]([NH:23][C:24]2[CH:29]=[CH:28][CH:27]=[C:26]([Cl:30])[C:25]=2[Cl:31])=[O:22])=[CH:18][C:17]([C:32]([CH3:35])([CH3:34])[CH3:33])=[N:16]1)=O.[OH-].[Na+].Cl. The catalyst is CCO.CCOC(C)=O. The product is [OH:12][CH2:13][CH2:14][N:15]1[C:19]([NH:20][C:21]([NH:23][C:24]2[CH:29]=[CH:28][CH:27]=[C:26]([Cl:30])[C:25]=2[Cl:31])=[O:22])=[CH:18][C:17]([C:32]([CH3:35])([CH3:34])[CH3:33])=[N:16]1. The yield is 0.640. (4) The catalyst is C1(C)C=CC=CC=1.C1C=CC(/C=C/C(/C=C/C2C=CC=CC=2)=O)=CC=1.C1C=CC(/C=C/C(/C=C/C2C=CC=CC=2)=O)=CC=1.C1C=CC(/C=C/C(/C=C/C2C=CC=CC=2)=O)=CC=1.[Pd].[Pd].C1(P(C2C=CC=CC=2)C2C3OC4C(=CC=CC=4P(C4C=CC=CC=4)C4C=CC=CC=4)C(C)(C)C=3C=CC=2)C=CC=CC=1. The yield is 0.890. The reactants are Br[C:2]1[C:3]([C:8]#[N:9])=[N:4][CH:5]=[CH:6][CH:7]=1.[NH:10]1[C:18]2[C:13](=[CH:14][CH:15]=[CH:16][CH:17]=2)[CH:12]=[CH:11]1.C([O-])([O-])=O.[Cs+].[Cs+]. The product is [N:10]1([C:2]2[C:3]([C:8]#[N:9])=[N:4][CH:5]=[CH:6][CH:7]=2)[C:18]2[C:13](=[CH:14][CH:15]=[CH:16][CH:17]=2)[CH:12]=[CH:11]1. (5) The reactants are [C:1]([O:5][C:6](=[O:16])[NH:7][CH2:8][C:9]1[CH:14]=[CH:13][C:12]([Br:15])=[CH:11][CH:10]=1)([CH3:4])([CH3:3])[CH3:2].[CH3:17]I. The catalyst is CN(C=O)C. The product is [C:1]([O:5][C:6](=[O:16])[N:7]([CH2:8][C:9]1[CH:10]=[CH:11][C:12]([Br:15])=[CH:13][CH:14]=1)[CH3:17])([CH3:4])([CH3:2])[CH3:3]. The yield is 0.980. (6) The product is [Si:1]([O:8][C:9]1[CH:14]=[CH:13][C:12]([C:15]2([CH2:21][NH:22][C:24]3[CH:29]=[CH:28][CH:27]=[CH:26][N:25]=3)[CH2:16][CH2:17][O:18][CH2:19][CH2:20]2)=[CH:11][CH:10]=1)([C:4]([CH3:7])([CH3:6])[CH3:5])([CH3:3])[CH3:2]. The yield is 0.460. The reactants are [Si:1]([O:8][C:9]1[CH:14]=[CH:13][C:12]([C:15]2([CH2:21][NH2:22])[CH2:20][CH2:19][O:18][CH2:17][CH2:16]2)=[CH:11][CH:10]=1)([C:4]([CH3:7])([CH3:6])[CH3:5])([CH3:3])[CH3:2].Br[C:24]1[CH:29]=[CH:28][CH:27]=[CH:26][N:25]=1.CC(C)([O-])C.[Na+]. The catalyst is C1(C)C=CC=CC=1.C1C=CC(/C=C/C(/C=C/C2C=CC=CC=2)=O)=CC=1.C1C=CC(/C=C/C(/C=C/C2C=CC=CC=2)=O)=CC=1.C1C=CC(/C=C/C(/C=C/C2C=CC=CC=2)=O)=CC=1.[Pd].[Pd].